Dataset: hERG channel blocking data for cardiac toxicity assessment. Task: Regression/Classification. Given a drug SMILES string, predict its toxicity properties. Task type varies by dataset: regression for continuous values (e.g., LD50, hERG inhibition percentage) or binary classification for toxic/non-toxic outcomes (e.g., AMES mutagenicity, cardiotoxicity, hepatotoxicity). Dataset: herg. (1) The molecule is O=C(O)CCC(O)=C1S(=O)(=O)OCCOS1(=O)=O.[H-].[Na+]. The result is 0 (non-blocker). (2) The drug is N#Cc1ccc(Cn2cncc2CC[NH2+][C@H]2CCN(c3ccccc3)C2=O)cc1. The result is 1 (blocker). (3) The compound is Cc1ccccc1[C@H](OCC[NH+](C)C)c1ccccc1. The result is 1 (blocker). (4) The drug is CC(C)Oc1cc([C@@H](C2=CCC(=O)N=C2)C2=CN[C@@H](C(C)(C)O)C=C2)ccc1OC(F)F. The result is 0 (non-blocker). (5) The result is 0 (non-blocker). The drug is CO[C@@H]1C[C@H](O[C@H]2[C@H](C)C(=O)O[C@H](C)[C@H](C)[C@@H](O)[C@@H](C)C(=O)[C@]3(CO3)C[C@@H](C)[C@@H](O[C@H]3O[C@H](C)C[C@@H]([NH+](C)C)[C@@H]3O)[C@H]2C)O[C@H](C)[C@H]1O.